From a dataset of Reaction yield outcomes from USPTO patents with 853,638 reactions. Predict the reaction yield, written as a fraction of the theoretical maximum amount of product (1.0 means a 100% yield; for example, 0.34 means a 34% yield). (1) The reactants are Cl[C:2]1[N:6]([CH3:7])[N:5]=[CH:4][C:3]=1[N+:8]([O-:10])=[O:9].[F:11][C@H:12]1[CH2:16][CH2:15][NH:14][CH2:13]1. No catalyst specified. The product is [F:11][C@H:12]1[CH2:16][CH2:15][N:14]([C:2]2[N:6]([CH3:7])[N:5]=[CH:4][C:3]=2[N+:8]([O-:10])=[O:9])[CH2:13]1. The yield is 0.830. (2) The reactants are [N+:1]([C:4]1[CH:11]=[C:10]([C:12]2[NH:16][N:15]=[CH:14][CH:13]=2)[CH:9]=[CH:8][C:5]=1[C:6]#[N:7])([O-:3])=[O:2].O[CH2:18][C@@H:19]([NH:21]C(=O)OC(C)(C)C)[CH3:20]. No catalyst specified. The product is [NH2:21][C@@H:19]([CH3:20])[CH2:18][N:15]1[CH:14]=[CH:13][C:12]([C:10]2[CH:9]=[CH:8][C:5]([C:6]#[N:7])=[C:4]([N+:1]([O-:3])=[O:2])[CH:11]=2)=[N:16]1. The yield is 0.710. (3) The reactants are [F:1][C:2]1[CH:3]=[C:4]([C:9]2[CH:10]=[C:11]([C:16]([O:18][CH3:19])=[O:17])[C:12](=[O:15])[NH:13][N:14]=2)[CH:5]=[CH:6][C:7]=1[CH3:8].C(=O)([O-])[O-].[K+].[K+].[CH2:26](Br)[CH:27]([CH3:29])[CH3:28].C(=O)([O-])O.[Na+]. The catalyst is CN(C)C=O. The product is [F:1][C:2]1[CH:3]=[C:4]([C:9]2[CH:10]=[C:11]([C:16]([O:18][CH3:19])=[O:17])[C:12](=[O:15])[N:13]([CH2:26][CH:27]([CH3:29])[CH3:28])[N:14]=2)[CH:5]=[CH:6][C:7]=1[CH3:8]. The yield is 0.849. (4) The reactants are [OH:1][C:2]1[CH:7]=[CH:6][CH:5]=[CH:4][C:3]=1[S:8][CH3:9].F[C:11]1[CH:16]=[CH:15][C:14](F)=[CH:13][C:12]=1[N+:18]([O-:20])=[O:19].[F:21][C:22]1[CH:28]=[CH:27][C:25]([NH2:26])=[C:24]([O:29][C:30]2[CH:35]=[CH:34][CH:33]=[CH:32][C:31]=2[S:36][CH3:37])[CH:23]=1.[NH2:38][C:39]1[S:40][CH:41]=[CH:42][N:43]=1. No catalyst specified. The product is [F:21][C:15]1[CH:14]=[CH:13][C:12]([N+:18]([O-:20])=[O:19])=[C:11]([O:1][C:2]2[CH:7]=[CH:6][CH:5]=[CH:4][C:3]=2[S:8][CH3:9])[CH:16]=1.[F:21][C:22]1[CH:28]=[CH:27][C:25]([NH:26][C:2]([NH:38][C:39]2[S:40][CH:41]=[CH:42][N:43]=2)=[O:1])=[C:24]([O:29][C:30]2[CH:35]=[CH:34][CH:33]=[CH:32][C:31]=2[S:36][CH3:37])[CH:23]=1. The yield is 0.680. (5) The reactants are [Br:1][C:2]1[CH:21]=[CH:20][C:5]2[C:6](=[O:19])[CH:7]([C:9](=[O:18])[C:10]3[CH:15]=[CH:14][C:13]([Cl:16])=[CH:12][C:11]=3[Cl:17])[O:8][C:4]=2[CH:3]=1.S(OC)(O[CH3:26])(=O)=O.C(=O)([O-])[O-].[Cs+].[Cs+]. The catalyst is CC(C)=O. The product is [Br:1][C:2]1[CH:21]=[CH:20][C:5]2[C:6]([O:19][CH3:26])=[C:7]([C:9]([C:10]3[CH:15]=[CH:14][C:13]([Cl:16])=[CH:12][C:11]=3[Cl:17])=[O:18])[O:8][C:4]=2[CH:3]=1. The yield is 0.280.